This data is from Reaction yield outcomes from USPTO patents with 853,638 reactions. The task is: Predict the reaction yield, written as a fraction of the theoretical maximum amount of product (1.0 means a 100% yield; for example, 0.34 means a 34% yield). (1) The reactants are Cl[CH2:2][CH2:3][CH2:4][O:5][C:6]1[CH:7]=[N:8][CH:9]=[CH:10][CH:11]=1.[CH2:12]([NH2:14])[CH3:13]. The catalyst is CO.O1CCCC1. The product is [CH2:12]([NH:14][CH2:2][CH2:3][CH2:4][O:5][C:6]1[CH:7]=[N:8][CH:9]=[CH:10][CH:11]=1)[CH3:13]. The yield is 0.381. (2) The reactants are [CH2:1]([O:8][C:9]1[CH:10]=[C:11]2[C:16](=[CH:17][CH:18]=1)[CH2:15][CH:14]([CH:19]([O:29][Si:30]([C:33]([CH3:36])([CH3:35])[CH3:34])([CH3:32])[CH3:31])[C:20]1[O:21][C:22]([C:25](OC)=[O:26])=[CH:23][N:24]=1)[CH2:13][CH2:12]2)[C:2]1[CH:7]=[CH:6][CH:5]=[CH:4][CH:3]=1.[NH3:37].CO. No catalyst specified. The product is [CH2:1]([O:8][C:9]1[CH:10]=[C:11]2[C:16](=[CH:17][CH:18]=1)[CH2:15][CH:14]([CH:19]([O:29][Si:30]([C:33]([CH3:36])([CH3:35])[CH3:34])([CH3:31])[CH3:32])[C:20]1[O:21][C:22]([C:25]([NH2:37])=[O:26])=[CH:23][N:24]=1)[CH2:13][CH2:12]2)[C:2]1[CH:3]=[CH:4][CH:5]=[CH:6][CH:7]=1. The yield is 0.680. (3) The reactants are Br[C:2]1[C:3]([F:28])=[C:4]([N:8]2[CH:13]=[C:12]([O:14][CH3:15])[C:11](=[O:16])[C:10]([C:17]3[N:21]([C:22]4[CH:27]=[CH:26][CH:25]=[CH:24][CH:23]=4)[N:20]=[CH:19][CH:18]=3)=[N:9]2)[CH:5]=[CH:6][CH:7]=1.Cl.[F:30][C:31]1([F:35])[CH2:34][NH:33][CH2:32]1.CC([O-])(C)C.[Na+].CC1(C)C2C(=C(P(C3C=CC=CC=3)C3C=CC=CC=3)C=CC=2)OC2C(P(C3C=CC=CC=3)C3C=CC=CC=3)=CC=CC1=2. The catalyst is O1CCOCC1.C([O-])(O)=O.[Na+].C1C=CC(/C=C/C(/C=C/C2C=CC=CC=2)=O)=CC=1.C1C=CC(/C=C/C(/C=C/C2C=CC=CC=2)=O)=CC=1.C1C=CC(/C=C/C(/C=C/C2C=CC=CC=2)=O)=CC=1.[Pd].[Pd]. The product is [F:30][C:31]1([F:35])[CH2:34][N:33]([C:2]2[C:3]([F:28])=[C:4]([N:8]3[CH:13]=[C:12]([O:14][CH3:15])[C:11](=[O:16])[C:10]([C:17]4[N:21]([C:22]5[CH:27]=[CH:26][CH:25]=[CH:24][CH:23]=5)[N:20]=[CH:19][CH:18]=4)=[N:9]3)[CH:5]=[CH:6][CH:7]=2)[CH2:32]1. The yield is 0.320. (4) No catalyst specified. The reactants are [Cl:1][C:2]1[CH:7]=[CH:6][C:5]([C:8]2[C:12]([CH2:13][O:14][C:15]3[CH:23]=[CH:22][C:18]([C:19]([OH:21])=O)=[CH:17][N:16]=3)=[C:11]([CH3:24])[O:10][N:9]=2)=[CH:4][CH:3]=1.[CH3:25][N:26]1[CH:30]=[C:29]([NH2:31])[CH:28]=[N:27]1. The yield is 0.730. The product is [Cl:1][C:2]1[CH:3]=[CH:4][C:5]([C:8]2[C:12]([CH2:13][O:14][C:15]3[CH:23]=[CH:22][C:18]([C:19]([NH:31][C:29]4[CH:28]=[N:27][N:26]([CH3:25])[CH:30]=4)=[O:21])=[CH:17][N:16]=3)=[C:11]([CH3:24])[O:10][N:9]=2)=[CH:6][CH:7]=1. (5) The reactants are [Al+3].[Cl-].[Cl-].[Cl-].[C:5](Cl)(=[O:7])[CH3:6].[CH2:9]([C:11]1[CH:20]=[CH:19][C:18]2[C:13](=[CH:14][CH:15]=[CH:16][CH:17]=2)[CH:12]=1)[CH3:10].Cl. The catalyst is ClCCCl.ClCCl. The product is [C:5]([C:14]1[C:13]2[C:18](=[CH:19][CH:20]=[C:11]([CH2:9][CH3:10])[CH:12]=2)[CH:17]=[CH:16][CH:15]=1)(=[O:7])[CH3:6]. The yield is 0.860.